From a dataset of Reaction yield outcomes from USPTO patents with 853,638 reactions. Predict the reaction yield, written as a fraction of the theoretical maximum amount of product (1.0 means a 100% yield; for example, 0.34 means a 34% yield). (1) The yield is 0.970. The product is [CH3:1][C@@H:2]([C@@H:8]1[C@@:12]2([CH3:27])[CH2:13][CH2:14][C@@H:15]3[C@@:20]4([CH3:26])[CH2:21][CH2:22][C@@H:23]([OH:25])[CH2:24][CH:19]4[CH2:18][CH2:17][C@H:16]3[C@@H:11]2[CH2:10][CH2:9]1)[CH2:3][CH2:4][C:5]([O:7][CH3:28])=[O:6]. The reactants are [CH3:1][C@@H:2]([C@@H:8]1[C@@:12]2([CH3:27])[CH2:13][CH2:14][C@@H:15]3[C@@:20]4([CH3:26])[CH2:21][CH2:22][C@@H:23]([OH:25])[CH2:24][C@H:19]4[CH2:18][CH2:17][C@H:16]3[C@@H:11]2[CH2:10][CH2:9]1)[CH2:3][CH2:4][C:5]([OH:7])=[O:6].[CH3:28]O. The catalyst is Cl.O1CCOCC1.ClCCl. (2) The yield is 0.770. The reactants are [F:1][C:2]1[CH:3]=[C:4]([C@H:8]2[CH2:12][CH2:11][CH2:10][N:9]2[C:13]2[CH:18]=[CH:17][N:16]3[N:19]=[CH:20][C:21]([C:22]([OH:24])=O)=[C:15]3[N:14]=2)[CH:5]=[CH:6][CH:7]=1.S(Cl)(Cl)=O.Cl.C[NH:31][OH:32].[CH:33](N(C(C)C)CC)(C)C. The product is [F:1][C:2]1[CH:3]=[C:4]([C@H:8]2[CH2:12][CH2:11][CH2:10][N:9]2[C:13]2[CH:18]=[CH:17][N:16]3[N:19]=[CH:20][C:21]([C:22]([NH:31][O:32][CH3:33])=[O:24])=[C:15]3[N:14]=2)[CH:5]=[CH:6][CH:7]=1. The catalyst is C(Cl)(Cl)(Cl)Cl.CN(C1C=CN=CC=1)C.C(Cl)Cl.C1COCC1. (3) The reactants are [CH3:1][O:2][C:3]1[CH:15]=[C:14]([O:16][CH3:17])[CH:13]=[CH:12][C:4]=1[CH2:5][NH:6][C:7]1[S:8][CH:9]=[N:10][N:11]=1.C[Si](C)(C)[N-][Si](C)(C)C.[Li+].[Cl:28][C:29]1[C:30]([F:40])=[CH:31][C:32]([F:39])=[C:33]([S:35](Cl)(=[O:37])=[O:36])[CH:34]=1.[Cl-].[NH4+]. The catalyst is O1CCCC1. The product is [Cl:28][C:29]1[C:30]([F:40])=[CH:31][C:32]([F:39])=[C:33]([S:35]([N:6]([CH2:5][C:4]2[CH:12]=[CH:13][C:14]([O:16][CH3:17])=[CH:15][C:3]=2[O:2][CH3:1])[C:7]2[S:8][CH:9]=[N:10][N:11]=2)(=[O:37])=[O:36])[CH:34]=1. The yield is 0.730. (4) The reactants are Cl[C:2]1[N:3]=[C:4]([N:15]2[CH2:20][CH2:19][O:18][CH2:17][CH2:16]2)[C:5]2[O:10][C:9]3[CH:11]=[CH:12][CH:13]=[CH:14][C:8]=3[C:6]=2[N:7]=1.[NH:21]1[C:29]2[C:24](=[CH:25][C:26](B3OC(C)(C)C(C)(C)O3)=[CH:27][CH:28]=2)[CH:23]=[CH:22]1. The catalyst is COCCOC.C([O-])([O-])=O.[Na+].[Na+].CCOC(C)=O. The product is [NH:21]1[C:29]2[C:24](=[CH:25][C:26]([C:2]3[N:3]=[C:4]([N:15]4[CH2:20][CH2:19][O:18][CH2:17][CH2:16]4)[C:5]4[O:10][C:9]5[CH:11]=[CH:12][CH:13]=[CH:14][C:8]=5[C:6]=4[N:7]=3)=[CH:27][CH:28]=2)[CH:23]=[CH:22]1. The yield is 0.340. (5) The reactants are C([Al]([CH2:6][CH3:7])CC)C.[CH2:8]([S:10]([C:13]1[CH:14]=[C:15]([C:19]2[C:24]3[C:25]4[CH:31]=[C:30]([CH3:32])[CH:29]=[N:28][C:26]=4[NH:27][C:23]=3[C:22](C)=[N:21][CH:20]=2)[CH:16]=[CH:17][CH:18]=1)(=[O:12])=[O:11])[CH3:9]. No catalyst specified. The product is [CH2:8]([S:10]([C:13]1[CH:14]=[C:15]([C:19]2[C:24]3[C:25]4[CH:31]=[C:30]([CH3:32])[CH:29]=[N:28][C:26]=4[NH:27][C:23]=3[C:22]([CH2:6][CH3:7])=[N:21][CH:20]=2)[CH:16]=[CH:17][CH:18]=1)(=[O:11])=[O:12])[CH3:9]. The yield is 0.680. (6) The reactants are [CH3:1][C:2]1[C:11](=[O:12])[C:10]([CH3:13])=[CH:9][C:4]2([O:8][CH2:7][CH2:6][O:5]2)[CH:3]=1.[H-].[Na+].[I-].[CH3:17][S+](C)(C)=O.O1CC[CH2:24][CH2:23]1. The catalyst is CN(C)C=O.O.C(OCC)(=O)C.CCCCCCC.C(OC)(C)(C)C. The product is [C:23]([C:11]1([OH:12])[C:2]2([CH3:17])[CH:3]([CH2:1]2)[C:4]2([O:5][CH2:6][CH2:7][O:8]2)[CH:9]=[C:10]1[CH3:13])#[CH:24]. The yield is 0.540. (7) The reactants are Cl.[O:2]=[C:3]1[CH2:7][S:6][C:5](=[S:8])[N:4]1[CH2:9][C:10]([OH:12])=O.[CH2:13]([C@H:20]1[CH2:24][NH:23][C@H:22]([C:25]([NH:27][C:28]2[CH:33]=[CH:32][C:31]([O:34][C:35]3[CH:40]=[CH:39][C:38]([F:41])=[CH:37][CH:36]=3)=[CH:30][CH:29]=2)=[O:26])[CH2:21]1)[C:14]1[CH:19]=[CH:18][CH:17]=[CH:16][CH:15]=1. No catalyst specified. The product is [CH2:13]([C@H:20]1[CH2:24][N:23]([C:10](=[O:12])[CH2:9][N:4]2[C:3](=[O:2])[CH2:7][S:6][C:5]2=[S:8])[C@H:22]([C:25]([NH:27][C:28]2[CH:33]=[CH:32][C:31]([O:34][C:35]3[CH:36]=[CH:37][C:38]([F:41])=[CH:39][CH:40]=3)=[CH:30][CH:29]=2)=[O:26])[CH2:21]1)[C:14]1[CH:15]=[CH:16][CH:17]=[CH:18][CH:19]=1. The yield is 0.399. (8) The reactants are [CH:1]1[C:10]2[C:5](=[CH:6][CH:7]=[CH:8][CH:9]=2)[CH:4]=[CH:3][N:2]=1.[Al+3].[Cl-].[Cl-].[Cl-].[Br:15]Br.[OH-].[Na+].[Al].O=[Al-]=O.[Na+]. No catalyst specified. The product is [Br:15][C:6]1[CH:7]=[CH:8][CH:9]=[C:10]2[C:5]=1[CH:4]=[CH:3][N:2]=[CH:1]2. The yield is 0.260. (9) The reactants are C[O:2][C:3](=[O:25])[C:4]1[CH:9]=[CH:8][C:7]([O:10][CH2:11][C:12]2[C:13]([C:18]3[CH:23]=[CH:22][CH:21]=[C:20]([Cl:24])[CH:19]=3)=[N:14][O:15][C:16]=2[CH3:17])=[N:6][CH:5]=1.COC(=O)C1C=CC(OCC2C(C3C=CC=C(F)C=3)=NOC=2C)=NC=1. No catalyst specified. The product is [Cl:24][C:20]1[CH:19]=[C:18]([C:13]2[C:12]([CH2:11][O:10][C:7]3[CH:8]=[CH:9][C:4]([C:3]([OH:25])=[O:2])=[CH:5][N:6]=3)=[C:16]([CH3:17])[O:15][N:14]=2)[CH:23]=[CH:22][CH:21]=1. The yield is 0.840.